From a dataset of Full USPTO retrosynthesis dataset with 1.9M reactions from patents (1976-2016). Predict the reactants needed to synthesize the given product. (1) Given the product [ClH:28].[CH2:1]([C:3]1[CH:26]=[CH:25][CH:24]=[C:23]([CH3:27])[C:4]=1[CH2:5][NH:6][C:7]1[C:8]2[N:9]([N:19]=[C:20]([CH3:22])[N:21]=2)[CH:10]=[C:11]([CH2:13][O:14][CH2:15][CH2:16][O:17][CH3:18])[CH:12]=1)[CH3:2], predict the reactants needed to synthesize it. The reactants are: [CH2:1]([C:3]1[CH:26]=[CH:25][CH:24]=[C:23]([CH3:27])[C:4]=1[CH2:5][NH:6][C:7]1[C:8]2[N:9]([N:19]=[C:20]([CH3:22])[N:21]=2)[CH:10]=[C:11]([CH2:13][O:14][CH2:15][CH2:16][O:17][CH3:18])[CH:12]=1)[CH3:2].[ClH:28]. (2) Given the product [CH3:20][N:18]1[CH:19]=[C:15]([N:14]2[C:5]3[C:4]4[CH:3]=[C:2]([C:32]5[CH:31]=[N:30][C:29]([O:43][CH3:44])=[C:28]([O:27][CH:24]([CH3:25])[CH3:26])[CH:33]=5)[CH:11]=[CH:10][C:9]=4[N:8]=[CH:7][C:6]=3[N:12]([CH3:23])[C:13]2=[O:22])[C:16]([CH3:21])=[N:17]1, predict the reactants needed to synthesize it. The reactants are: Br[C:2]1[CH:11]=[CH:10][C:9]2[N:8]=[CH:7][C:6]3[N:12]([CH3:23])[C:13](=[O:22])[N:14]([C:15]4[C:16]([CH3:21])=[N:17][N:18]([CH3:20])[CH:19]=4)[C:5]=3[C:4]=2[CH:3]=1.[CH:24]([O:27][C:28]1[C:29]([O:43][CH3:44])=[N:30][CH:31]=[C:32](B2OC(C)(C)C(C)(C)O2)[CH:33]=1)([CH3:26])[CH3:25].